Dataset: Full USPTO retrosynthesis dataset with 1.9M reactions from patents (1976-2016). Task: Predict the reactants needed to synthesize the given product. (1) The reactants are: [CH:1]([C:4]1[C:9](S(C2C=CC(C)=CC=2)(=O)=O)=[CH:8][C:7]([C:20]2[N:21]=[CH:22][S:23][CH:24]=2)=[C:6]([O:25][CH3:26])[CH:5]=1)([CH3:3])[CH3:2].C([O-])([O-])=[O:28].[K+].[K+]. Given the product [CH:1]([C:4]1[CH:5]=[C:6]([O:25][CH3:26])[C:7]([C:20]2[N:21]=[CH:22][S:23][CH:24]=2)=[CH:8][C:9]=1[OH:28])([CH3:3])[CH3:2], predict the reactants needed to synthesize it. (2) Given the product [C:5]([C:4]1[CH:7]=[CH:8][C:9]([O:10][C:11]2[CH:16]=[C:15]([CH3:17])[CH:14]=[C:13]([CH3:18])[CH:12]=2)=[C:2]([S:24]([Cl:19])(=[O:26])=[O:25])[CH:3]=1)#[N:6], predict the reactants needed to synthesize it. The reactants are: N[C:2]1[CH:3]=[C:4]([CH:7]=[CH:8][C:9]=1[O:10][C:11]1[CH:16]=[C:15]([CH3:17])[CH:14]=[C:13]([CH3:18])[CH:12]=1)[C:5]#[N:6].[ClH:19].N([O-])=O.[Na+].[S:24](=[O:26])=[O:25]. (3) Given the product [F:17][C:12]1[CH:11]=[C:10]([C:9]2[C:8](=[O:18])[N:7]3[C:19]([CH3:22])=[CH:20][S:21][C:6]3=[N:5][C:4]=2[CH:2]([NH:1][C:24]2[N:32]=[CH:31][N:30]=[C:29]3[C:25]=2[N:26]=[CH:27][NH:28]3)[CH3:3])[CH:15]=[C:14]([F:16])[CH:13]=1, predict the reactants needed to synthesize it. The reactants are: [NH2:1][CH:2]([C:4]1[N:5]=[C:6]2[S:21][CH:20]=[C:19]([CH3:22])[N:7]2[C:8](=[O:18])[C:9]=1[C:10]1[CH:15]=[C:14]([F:16])[CH:13]=[C:12]([F:17])[CH:11]=1)[CH3:3].Br[C:24]1[N:32]=[CH:31][N:30]=[C:29]2[C:25]=1[N:26]=[CH:27][NH:28]2.C(N(CC)C(C)C)(C)C. (4) Given the product [ClH:34].[CH3:1][O:2][C:3]1[CH:8]=[CH:7][C:6]([C:9]2[CH:14]=[CH:13][N:12]=[C:11]3[NH:15][C:16]([C:18]4[CH:23]=[CH:22][C:21]([CH2:24][N:26]5[CH2:31][CH2:30][O:29][CH2:28][CH2:27]5)=[CH:20][CH:19]=4)=[N:17][C:10]=23)=[CH:5][CH:4]=1, predict the reactants needed to synthesize it. The reactants are: [CH3:1][O:2][C:3]1[CH:8]=[CH:7][C:6]([C:9]2[CH:14]=[CH:13][N:12]=[C:11]3[NH:15][C:16]([C:18]4[CH:23]=[CH:22][C:21]([C:24]([N:26]5[CH2:31][CH2:30][O:29][CH2:28][CH2:27]5)=O)=[CH:20][CH:19]=4)=[N:17][C:10]=23)=[CH:5][CH:4]=1.CO.[ClH:34]. (5) Given the product [Cl:25][C:26]1[CH:27]=[C:28]([CH:29]=[CH:30][CH:31]=1)[O:32][C:2]1[C:11]2[C:6](=[CH:7][CH:8]=[CH:9][CH:10]=2)[C:5]([CH2:12][C:13]2[CH:18]=[CH:17][N:16]=[CH:15][CH:14]=2)=[N:4][N:3]=1, predict the reactants needed to synthesize it. The reactants are: Cl[C:2]1[C:11]2[C:6](=[CH:7][CH:8]=[CH:9][CH:10]=2)[C:5]([CH2:12][C:13]2[CH:18]=[CH:17][N:16]=[CH:15][CH:14]=2)=[N:4][N:3]=1.C([O-])([O-])=O.[K+].[K+].[Cl:25][C:26]1[CH:27]=[C:28]([OH:32])[CH:29]=[CH:30][CH:31]=1.O. (6) The reactants are: C(OC([NH:8][C@@H:9]([CH2:21][O:22][C:23]1[CH:28]=[C:27]([C:29]#[N:30])[CH:26]=[CH:25][C:24]=1[O:31][CH2:32][C:33]1[CH:38]=[CH:37][CH:36]=[CH:35][CH:34]=1)[CH2:10][C:11]([O:13][CH2:14][C:15]1[CH:20]=[CH:19][CH:18]=[CH:17][CH:16]=1)=[O:12])=O)(C)(C)C.Cl.[N:40]1[CH:45]=[CH:44][C:43]([N:46]2[CH2:51][CH2:50][CH:49]([C:52]([OH:54])=O)[CH2:48][CH2:47]2)=[CH:42][CH:41]=1.C(N(CC)CC)C.C(=O)([O-])[O-].[NH4+].[NH4+].[H][H]. Given the product [C:29]([C:27]1[CH:26]=[CH:25][C:24]([O:31][CH2:32][C:33]2[CH:34]=[CH:35][CH:36]=[CH:37][CH:38]=2)=[C:23]([CH:28]=1)[O:22][CH2:21][C@H:9]([NH:8][C:52]([CH:49]1[CH2:48][CH2:47][N:46]([C:43]2[CH:42]=[CH:41][N:40]=[CH:45][CH:44]=2)[CH2:51][CH2:50]1)=[O:54])[CH2:10][C:11]([O:13][CH2:14][C:15]1[CH:20]=[CH:19][CH:18]=[CH:17][CH:16]=1)=[O:12])#[N:30], predict the reactants needed to synthesize it. (7) Given the product [Cl:48][C:49]1[CH:56]=[CH:55][C:52]([C:53]#[N:54])=[C:51]([O:57][C@@H:58]([C:64]2[CH:69]=[CH:68][CH:67]=[CH:66][CH:65]=2)[CH2:59][CH2:60][CH2:61][Cl:32])[CH:50]=1, predict the reactants needed to synthesize it. The reactants are: N(C(OCC)=O)=NC(OCC)=O.C1(P(C2C=CC=CC=2)C2C=CC=CC=2)C=CC=CC=1.[Cl:32]C1C=CC(C#N)=C(O)C=1.C(O)(=O)C(O)=O.[Cl:48][C:49]1[CH:56]=[CH:55][C:52]([C:53]#[N:54])=[C:51]([O:57][C@@H:58]([C:64]2[CH:69]=[CH:68][CH:67]=[CH:66][CH:65]=2)[CH2:59][CH2:60][CH2:61]NC)[CH:50]=1. (8) Given the product [CH:34]1([NH:39][C:2]2[CH:12]=[CH:11][C:5]([C:6]([O:8][CH2:9][CH3:10])=[O:7])=[CH:4][C:3]=2[C:13]2[C:14]3[CH:23]=[CH:22][NH:21][C:15]=3[C:16](=[O:20])[N:17]([CH3:19])[CH:18]=2)[CH2:38][CH2:37][CH2:36][CH2:35]1, predict the reactants needed to synthesize it. The reactants are: F[C:2]1[CH:12]=[CH:11][C:5]([C:6]([O:8][CH2:9][CH3:10])=[O:7])=[CH:4][C:3]=1[C:13]1[C:14]2[CH:23]=[CH:22][N:21](S(C3C=CC(C)=CC=3)(=O)=O)[C:15]=2[C:16](=[O:20])[N:17]([CH3:19])[CH:18]=1.[CH:34]1([NH2:39])[CH2:38][CH2:37][CH2:36][CH2:35]1.C(N(CC)CC)C. (9) Given the product [NH2:21][C:19]1[C:18]([C:24]2[CH:29]=[CH:28][CH:27]=[C:26]([C:30](=[O:41])[NH:31][C:32]([C:35]3[CH:36]=[CH:37][CH:38]=[CH:39][CH:40]=3)([CH3:34])[CH3:33])[CH:25]=2)=[CH:17][C:11]2[C:12]([C:13]([NH:15][CH3:16])=[O:14])=[C:8]([C:5]3[CH:4]=[CH:3][C:2]([F:1])=[CH:7][CH:6]=3)[O:9][C:10]=2[CH:20]=1, predict the reactants needed to synthesize it. The reactants are: [F:1][C:2]1[CH:7]=[CH:6][C:5]([C:8]2[O:9][C:10]3[CH:20]=[C:19]([N+:21]([O-])=O)[C:18]([C:24]4[CH:29]=[CH:28][CH:27]=[C:26]([C:30](=[O:41])[NH:31][C:32]([C:35]5[CH:40]=[CH:39][CH:38]=[CH:37][CH:36]=5)([CH3:34])[CH3:33])[CH:25]=4)=[CH:17][C:11]=3[C:12]=2[C:13]([NH:15][CH3:16])=[O:14])=[CH:4][CH:3]=1. (10) Given the product [CH2:23]([O:22][C:20]([C:15]12[CH2:14][CH2:13][C:12]([NH:11][CH2:32][C:31]([N:29]3[CH2:30][C@@H:26]([F:25])[CH2:27][C@H:28]3[C:44]#[N:45])=[O:43])([CH2:19][CH2:18]1)[CH2:17][CH2:16]2)=[O:21])[CH3:24], predict the reactants needed to synthesize it. The reactants are: C1(S(O)(=O)=O)C=CC=CC=1.[NH2:11][C:12]12[CH2:19][CH2:18][C:15]([C:20]([O:22][CH2:23][CH3:24])=[O:21])([CH2:16][CH2:17]1)[CH2:14][CH2:13]2.[F:25][C@@H:26]1[CH2:30][N:29]([C:31](=[O:43])[CH2:32]OS(C2C=CC=CC=2)(=O)=O)[C@H:28]([C:44]#[N:45])[CH2:27]1.